Dataset: Catalyst prediction with 721,799 reactions and 888 catalyst types from USPTO. Task: Predict which catalyst facilitates the given reaction. Reactant: [CH3:1][C:2]1[C:6](=[O:7])[O:5][CH2:4][C:3]=1[N:8]1[CH2:12][CH2:11][C:10]2([CH2:17][CH2:16][NH:15][CH2:14][CH2:13]2)[C:9]1=[O:18].[CH3:19][C:20]1[C:28]2[CH2:27][O:26][C:25](=[O:29])[C:24]=2[CH:23]=[CH:22][C:21]=1[C@@H:30]1[CH2:32][O:31]1. Product: [OH:31][C@H:30]([C:21]1[CH:22]=[CH:23][C:24]2[C:25](=[O:29])[O:26][CH2:27][C:28]=2[C:20]=1[CH3:19])[CH2:32][N:15]1[CH2:16][CH2:17][C:10]2([C:9](=[O:18])[N:8]([C:3]3[CH2:4][O:5][C:6](=[O:7])[C:2]=3[CH3:1])[CH2:12][CH2:11]2)[CH2:13][CH2:14]1. The catalyst class is: 8.